Dataset: Forward reaction prediction with 1.9M reactions from USPTO patents (1976-2016). Task: Predict the product of the given reaction. Given the reactants [CH2:1]1[C@@H:5]2[CH2:6][NH:7][CH2:8][C@@H:4]2[CH2:3][N:2]1[C:9]([O:11][C:12]([CH3:15])([CH3:14])[CH3:13])=[O:10].I[C:17]1[CH:18]=[CH:19][CH:20]=[C:21]2[C:26]=1[N:25]=[CH:24][C:23]([S:27]([C:30]1[CH:35]=[CH:34][CH:33]=[C:32]([C:36]([F:39])([F:38])[F:37])[CH:31]=1)(=[O:29])=[O:28])=[CH:22]2, predict the reaction product. The product is: [F:39][C:36]([F:37])([F:38])[C:32]1[CH:31]=[C:30]([S:27]([C:23]2[CH:24]=[N:25][C:26]3[C:21]([CH:22]=2)=[CH:20][CH:19]=[CH:18][C:17]=3[N:7]2[CH2:6][C@@H:5]3[CH2:1][N:2]([C:9]([O:11][C:12]([CH3:15])([CH3:14])[CH3:13])=[O:10])[CH2:3][C@@H:4]3[CH2:8]2)(=[O:29])=[O:28])[CH:35]=[CH:34][CH:33]=1.